Dataset: Forward reaction prediction with 1.9M reactions from USPTO patents (1976-2016). Task: Predict the product of the given reaction. (1) The product is: [Cl:10][C:11]1[CH:12]=[C:13]([C:2]2[N:7]=[C:6]([CH3:8])[N:5]=[C:4]([NH2:9])[CH:3]=2)[C:14]([F:17])=[N:15][CH:16]=1. Given the reactants Cl[C:2]1[N:7]=[C:6]([CH3:8])[N:5]=[C:4]([NH2:9])[CH:3]=1.[Cl:10][C:11]1[CH:12]=[C:13](B(O)O)[C:14]([F:17])=[N:15][CH:16]=1.C([O-])(=O)C.[K+].C([O-])([O-])=O.[Na+].[Na+], predict the reaction product. (2) Given the reactants BrC1C=CC(S([O:11][C@@H:12]2[CH2:16][N:15]([C:17]([O:19][C:20]([CH3:23])([CH3:22])[CH3:21])=[O:18])[C@H:14]([C:24]([O:26][CH3:27])=[O:25])[CH2:13]2)(=O)=O)=CC=1.[Br:28][C:29]1[C:38]2[C:33](=[CH:34][CH:35]=[CH:36][CH:37]=2)[CH:32]=[CH:31][C:30]=1O.C([O-])([O-])=O.[Cs+].[Cs+].O, predict the reaction product. The product is: [Br:28][C:29]1[C:38]2[C:33](=[CH:34][CH:35]=[CH:36][CH:37]=2)[CH:32]=[CH:31][C:30]=1[O:11][C@H:12]1[CH2:16][N:15]([C:17]([O:19][C:20]([CH3:21])([CH3:22])[CH3:23])=[O:18])[C@H:14]([C:24]([O:26][CH3:27])=[O:25])[CH2:13]1. (3) The product is: [C:16]([C:4]1[CH:5]=[CH:6][C:7]([C:8]2[CH2:13][CH2:12][C:11]([CH3:14])([CH3:15])[CH2:10][CH:9]=2)=[C:2]([NH:1][C:35]([C:24]2[N:25]([CH2:27][O:28][CH2:29][CH2:30][Si:31]([CH3:34])([CH3:33])[CH3:32])[CH:26]=[C:22]([C:20]#[N:21])[N:23]=2)=[O:36])[CH:3]=1)(=[O:18])[CH3:17]. Given the reactants [NH2:1][C:2]1[CH:3]=[C:4]([C:16](=[O:18])[CH3:17])[CH:5]=[CH:6][C:7]=1[C:8]1[CH2:13][CH2:12][C:11]([CH3:15])([CH3:14])[CH2:10][CH:9]=1.[K+].[C:20]([C:22]1[N:23]=[C:24]([C:35]([O-])=[O:36])[N:25]([CH2:27][O:28][CH2:29][CH2:30][Si:31]([CH3:34])([CH3:33])[CH3:32])[CH:26]=1)#[N:21], predict the reaction product. (4) Given the reactants [CH3:1][C:2]1[C:14]2[C:13]3[C:8](=[CH:9][CH:10]=[CH:11][CH:12]=3)[C:7](=[O:15])[C:6]=2[CH:5]=[C:4]([C:16]([OH:18])=[O:17])[CH:3]=1.[C:19](=O)([O-])[O-].[K+].[K+].CN(C)C=O.CI, predict the reaction product. The product is: [CH3:1][C:2]1[C:14]2[C:13]3[C:8](=[CH:9][CH:10]=[CH:11][CH:12]=3)[C:7](=[O:15])[C:6]=2[CH:5]=[C:4]([C:16]([O:18][CH3:19])=[O:17])[CH:3]=1. (5) Given the reactants [CH:1]1([C@H:7]([NH:12][C:13]([C:15]2[CH:19]=[C:18]([C:20]3[CH:21]=[N:22][N:23]([CH3:25])[CH:24]=3)[S:17][C:16]=2[NH:26][C:27]([NH:29][C:30]2[C:35]([Cl:36])=[CH:34][CH:33]=[CH:32][C:31]=2[Cl:37])=[O:28])=[O:14])[C:8]([O:10]C)=[O:9])[CH2:6][CH2:5][CH2:4][CH2:3][CH2:2]1.[OH-].[Li+], predict the reaction product. The product is: [CH:1]1([C@H:7]([NH:12][C:13]([C:15]2[CH:19]=[C:18]([C:20]3[CH:21]=[N:22][N:23]([CH3:25])[CH:24]=3)[S:17][C:16]=2[NH:26][C:27]([NH:29][C:30]2[C:31]([Cl:37])=[CH:32][CH:33]=[CH:34][C:35]=2[Cl:36])=[O:28])=[O:14])[C:8]([OH:10])=[O:9])[CH2:6][CH2:5][CH2:4][CH2:3][CH2:2]1. (6) Given the reactants Br[CH:2]([C:7]1[CH:12]=[CH:11][CH:10]=[C:9]([Br:13])[N:8]=1)[C:3]([O:5][CH3:6])=[O:4].[CH3:14][C:15]([O-:17])=[O:16].[K+], predict the reaction product. The product is: [CH3:6][O:5][C:3](=[O:4])[CH:2]([O:17][C:15](=[O:16])[CH3:14])[C:7]1[CH:12]=[CH:11][CH:10]=[C:9]([Br:13])[N:8]=1. (7) Given the reactants [CH:1]1([N:6]2[C:11](=[O:12])[C:10]([C:13]([NH:15][CH2:16][C:17]([O:19]CC)=[O:18])=[O:14])=[C:9]([OH:22])[C:8]([C:23]([O:25]C)=O)=[C:7]2[OH:27])[CH2:5][CH2:4][CH2:3][CH2:2]1.[NH2:28][C:29]1[CH:30]=[N:31][CH:32]=[CH:33][CH:34]=1.Cl, predict the reaction product. The product is: [CH:1]1([N:6]2[C:7]([OH:27])=[C:8]([C:23]([NH:28][C:29]3[CH:30]=[N:31][CH:32]=[CH:33][CH:34]=3)=[O:25])[C:9]([OH:22])=[C:10]([C:13]([NH:15][CH2:16][C:17]([OH:19])=[O:18])=[O:14])[C:11]2=[O:12])[CH2:2][CH2:3][CH2:4][CH2:5]1. (8) Given the reactants [O:1]=[C:2]1[O:8][C@H:7]([C@H:9]([CH2:11][OH:12])[OH:10])[C:5]([OH:6])=[C:3]1[OH:4].[OH-:13].[Na+], predict the reaction product. The product is: [OH:12][CH2:11][C@@:9]1([C@:7]2([C@H:9]([CH2:11][OH:12])[OH:10])[O:8][C:2](=[O:1])[C:3]([OH:4])=[C:5]2[OH:6])[O:10][C@H:5]([CH2:7][OH:8])[C@@H:3]([OH:4])[C@@H:2]1[OH:13]. (9) Given the reactants [C:1]([C:5]1[N:9]([CH2:10][CH:11]2[CH2:16][CH2:15][C:14]([F:18])([F:17])[CH2:13][CH2:12]2)[C:8]2[CH:19]=[CH:20][C:21]([C:23]([N:25]3[CH2:28][CH:27]([C:29]([O:31]C)=[O:30])[CH2:26]3)=[O:24])=[CH:22][C:7]=2[N:6]=1)([CH3:4])([CH3:3])[CH3:2].OS([O-])(=O)=O.[K+], predict the reaction product. The product is: [C:1]([C:5]1[N:9]([CH2:10][CH:11]2[CH2:12][CH2:13][C:14]([F:17])([F:18])[CH2:15][CH2:16]2)[C:8]2[CH:19]=[CH:20][C:21]([C:23]([N:25]3[CH2:26][CH:27]([C:29]([OH:31])=[O:30])[CH2:28]3)=[O:24])=[CH:22][C:7]=2[N:6]=1)([CH3:4])([CH3:2])[CH3:3]. (10) Given the reactants [C:1]([O:5][C:6]([N:8]1[CH2:13][CH2:12][CH:11](/[CH:14]=[C:15]2/[C:16](=[O:31])[C:17]([C:22]3[C:27]([CH3:28])=[CH:26][C:25]([CH3:29])=[CH:24][C:23]=3[CH3:30])=[C:18]([O:20][CH3:21])[CH2:19]/2)[CH2:10][CH2:9]1)=[O:7])([CH3:4])([CH3:3])[CH3:2], predict the reaction product. The product is: [C:1]([O:5][C:6]([N:8]1[CH2:9][CH2:10][CH:11]([CH2:14][CH:15]2[CH2:19][C:18]([O:20][CH3:21])=[C:17]([C:22]3[C:27]([CH3:28])=[CH:26][C:25]([CH3:29])=[CH:24][C:23]=3[CH3:30])[C:16]2=[O:31])[CH2:12][CH2:13]1)=[O:7])([CH3:4])([CH3:3])[CH3:2].